This data is from Full USPTO retrosynthesis dataset with 1.9M reactions from patents (1976-2016). The task is: Predict the reactants needed to synthesize the given product. (1) Given the product [CH3:1][O:2][C:3]1[CH:4]=[CH:5][C:6]([CH3:37])=[C:7]([N:9]2[CH2:14][CH2:13][CH:12]([O:15][C:16]3[CH:17]=[CH:18][C:19]([N:22]4[C@@H:26]([CH2:27][C:28]([OH:30])=[O:29])[C@H:25]([CH3:32])[C:24]([C:33]([F:36])([F:35])[F:34])=[N:23]4)=[CH:20][CH:21]=3)[CH2:11][CH2:10]2)[CH:8]=1, predict the reactants needed to synthesize it. The reactants are: [CH3:1][O:2][C:3]1[CH:4]=[CH:5][C:6]([CH3:37])=[C:7]([N:9]2[CH2:14][CH2:13][CH:12]([O:15][C:16]3[CH:21]=[CH:20][C:19]([N:22]4[C@@H:26]([CH2:27][C:28]([O:30]C)=[O:29])[C@H:25]([CH3:32])[C:24]([C:33]([F:36])([F:35])[F:34])=[N:23]4)=[CH:18][CH:17]=3)[CH2:11][CH2:10]2)[CH:8]=1.[Li+].[OH-].Cl. (2) Given the product [OH:24]/[N:25]=[C:14](/[CH:11]1[CH2:12][CH2:13][N:8]([C:1]([O:3][C:4]([CH3:7])([CH3:6])[CH3:5])=[O:2])[CH2:9][CH2:10]1)\[NH2:15], predict the reactants needed to synthesize it. The reactants are: [C:1]([N:8]1[CH2:13][CH2:12][CH:11]([C:14]#[N:15])[CH2:10][CH2:9]1)([O:3][C:4]([CH3:7])([CH3:6])[CH3:5])=[O:2].C(N(CC)CC)C.Cl.[OH:24][NH2:25]. (3) The reactants are: N[C@H]([C:5](O)=[O:6])C[SeH].[Li]CCCC.[Si]([O:20][C:21]1[CH:26]=[C:25]([F:27])[CH:24]=[C:23]([F:28])[CH:22]=1)(C(C)(C)C)(C)C.CN(CCN(C)C)C.CN(C=O)C.Cl. Given the product [OH:20][C:21]1[CH:22]=[C:23]([F:28])[C:24]([CH:5]=[O:6])=[C:25]([F:27])[CH:26]=1, predict the reactants needed to synthesize it. (4) Given the product [ClH:1].[NH2:23][C:24]1[CH:31]=[C:30]([NH:32][C:2]2[N:11]=[C:10]([N:12]3[CH2:17][CH2:16][CH2:15][C@@H:14]([NH:18][C:19](=[O:21])[CH3:20])[CH2:13]3)[C:9]3[C:4](=[C:5]([CH3:22])[CH:6]=[CH:7][CH:8]=3)[N:3]=2)[CH:29]=[C:26]([C:27]#[N:28])[CH:25]=1, predict the reactants needed to synthesize it. The reactants are: [Cl:1][C:2]1[N:11]=[C:10]([N:12]2[CH2:17][CH2:16][CH2:15][C@@H:14]([NH:18][C:19](=[O:21])[CH3:20])[CH2:13]2)[C:9]2[C:4](=[C:5]([CH3:22])[CH:6]=[CH:7][CH:8]=2)[N:3]=1.[NH2:23][C:24]1[CH:25]=[C:26]([CH:29]=[C:30]([NH2:32])[CH:31]=1)[C:27]#[N:28]. (5) Given the product [OH:16][CH2:15][C:3]1([CH2:2][O:1][C:33](=[S:34])[NH:32][C:28]2[CH:29]=[CH:30][CH:31]=[C:26]([C:25]([F:24])([F:35])[F:36])[CH:27]=2)[CH2:9][CH2:8][CH2:7][C:6]2[CH:10]=[CH:11][CH:12]=[CH:13][C:5]=2[C:4]1=[O:14], predict the reactants needed to synthesize it. The reactants are: [OH:1][CH2:2][C:3]1([CH2:15][OH:16])[CH2:9][CH2:8][CH2:7][C:6]2[CH:10]=[CH:11][CH:12]=[CH:13][C:5]=2[C:4]1=[O:14].C(N(CC)CC)C.[F:24][C:25]([F:36])([F:35])[C:26]1[CH:27]=[C:28]([N:32]=[C:33]=[S:34])[CH:29]=[CH:30][CH:31]=1. (6) Given the product [Br:18][C:9]1[CH:10]=[C:11]2[C:6](=[CH:7][CH:8]=1)[NH:5][C:4](=[O:12])[C:3]2([CH2:1][CH3:2])[CH3:13], predict the reactants needed to synthesize it. The reactants are: [CH2:1]([C:3]1([CH3:13])[C:11]2[C:6](=[CH:7][CH:8]=[CH:9][CH:10]=2)[NH:5][C:4]1=[O:12])[CH3:2].C(O)(=O)C.[Br:18]Br.S([O-])([O-])(=O)=S.[Na+].[Na+].